Dataset: Full USPTO retrosynthesis dataset with 1.9M reactions from patents (1976-2016). Task: Predict the reactants needed to synthesize the given product. (1) The reactants are: [CH3:1][C:2]1[CH:7]=[CH:6][C:5]([C:8]2[C:9]([C:14]([OH:16])=O)=[CH:10][CH:11]=[CH:12][CH:13]=2)=[CH:4][CH:3]=1.C1C=CC2N(O)N=NC=2C=1.CCN=C=NCCCN(C)C.Cl.[N:39]1[CH:44]=[CH:43][CH:42]=[CH:41][C:40]=1[CH2:45][C:46]1[CH:51]=[CH:50][C:49]([NH2:52])=[CH:48][CH:47]=1. Given the product [CH3:1][C:2]1[CH:3]=[CH:4][C:5]([C:8]2[C:9]([C:14]([NH:52][C:49]3[CH:48]=[CH:47][C:46]([CH2:45][C:40]4[CH:41]=[CH:42][CH:43]=[CH:44][N:39]=4)=[CH:51][CH:50]=3)=[O:16])=[CH:10][CH:11]=[CH:12][CH:13]=2)=[CH:6][CH:7]=1, predict the reactants needed to synthesize it. (2) Given the product [OH:32][C@@H:26]1[CH2:25][N:24]([C:22](=[O:23])[CH2:21][CH2:20][CH2:19][N:14]2[C:15](=[O:18])[CH2:16][CH2:17][NH:11][CH2:12][CH2:13]2)[CH2:31][CH2:30][C:27]21[CH2:29][CH2:28]2, predict the reactants needed to synthesize it. The reactants are: C(OC([N:11]1[CH2:17][CH2:16][C:15](=[O:18])[N:14]([CH2:19][CH2:20][CH2:21][C:22]([N:24]2[CH2:31][CH2:30][C:27]3([CH2:29][CH2:28]3)[C@H:26]([OH:32])[CH2:25]2)=[O:23])[CH2:13][CH2:12]1)=O)C1C=CC=CC=1.[H][H].